Dataset: Forward reaction prediction with 1.9M reactions from USPTO patents (1976-2016). Task: Predict the product of the given reaction. (1) Given the reactants C(OC(=O)[NH:7][C:8]1[S:9][C:10]2[C:19](=[O:20])[CH2:18][CH2:17][C:16]3[C:12](=[CH:13][N:14]([CH2:21][C:22]4[CH:27]=[CH:26][C:25]([O:28][CH3:29])=[CH:24][CH:23]=4)[N:15]=3)[C:11]=2[N:30]=1)(C)(C)C, predict the reaction product. The product is: [NH2:7][C:8]1[S:9][C:10]2[C:19](=[O:20])[CH2:18][CH2:17][C:16]3[C:12](=[CH:13][N:14]([CH2:21][C:22]4[CH:27]=[CH:26][C:25]([O:28][CH3:29])=[CH:24][CH:23]=4)[N:15]=3)[C:11]=2[N:30]=1. (2) The product is: [CH2:2]([C:3]1[C:11]2[O:10][C:9]([CH3:12])([CH3:13])[CH2:8][C:7]=2[C:6]([CH3:14])=[C:5]([NH:15][C:16](=[O:22])[CH2:17][C:18]([CH3:21])([CH3:20])[CH3:19])[C:4]=1[CH3:23])[C:24]1[CH:25]=[CH:26][CH:27]=[CH:28][CH:29]=1. Given the reactants O[CH:2]([C:24]1[CH:29]=[CH:28][CH:27]=[CH:26][CH:25]=1)[C:3]1[C:11]2[O:10][C:9]([CH3:13])([CH3:12])[CH2:8][C:7]=2[C:6]([CH3:14])=[C:5]([NH:15][C:16](=[O:22])[CH2:17][C:18]([CH3:21])([CH3:20])[CH3:19])[C:4]=1[CH3:23], predict the reaction product. (3) Given the reactants [OH:1][C:2]1[CH:7]=[CH:6][C:5]([S:8]([C:11]2[CH:23]=[CH:22][C:14]([O:15][CH2:16][C:17]([O:19][CH2:20][CH3:21])=[O:18])=[CH:13][CH:12]=2)(=[O:10])=[O:9])=[CH:4][CH:3]=1.[F:24][C:25]([F:37])([F:36])[S:26]([C:29]1[CH:34]=[CH:33][C:32](Cl)=[CH:31][CH:30]=1)(=[O:28])=[O:27].C(=O)([O-])[O-].[K+].[K+].O, predict the reaction product. The product is: [CH2:20]([O:19][C:17](=[O:18])[CH2:16][O:15][C:14]1[CH:22]=[CH:23][C:11]([S:8]([C:5]2[CH:4]=[CH:3][C:2]([O:1][C:32]3[CH:31]=[CH:30][C:29]([S:26]([C:25]([F:36])([F:24])[F:37])(=[O:28])=[O:27])=[CH:34][CH:33]=3)=[CH:7][CH:6]=2)(=[O:9])=[O:10])=[CH:12][CH:13]=1)[CH3:21]. (4) Given the reactants [N:1]([CH2:4][CH2:5][C@@H:6]([O:13][C:14]1[CH:21]=[C:20]([C:22]([F:25])([F:24])[F:23])[CH:19]=[CH:18][C:15]=1[C:16]#[N:17])[C:7]1[CH:12]=[CH:11][CH:10]=[CH:9][CH:8]=1)=[N+]=[N-].C1(P(C2C=CC=CC=2)C2C=CC=CC=2)C=CC=CC=1.O.[C:46]([OH:51])(=[O:50])[C:47]([OH:49])=[O:48], predict the reaction product. The product is: [C:46]([OH:51])(=[O:50])[C:47]([OH:49])=[O:48].[NH2:1][CH2:4][CH2:5][C@@H:6]([O:13][C:14]1[CH:21]=[C:20]([C:22]([F:23])([F:24])[F:25])[CH:19]=[CH:18][C:15]=1[C:16]#[N:17])[C:7]1[CH:8]=[CH:9][CH:10]=[CH:11][CH:12]=1. (5) Given the reactants Br[C:2]1[C:3]([C:16]2[CH:21]=[CH:20][CH:19]=[CH:18][CH:17]=2)=[N:4][C:5]2[C:10]([N:11]=1)=[CH:9][C:8]([C:12]([O:14][CH3:15])=[O:13])=[CH:7][CH:6]=2.[CH3:22][CH:23]1[CH2:27][CH2:26][CH2:25][NH:24]1.C(=O)([O-])[O-].[K+].[K+], predict the reaction product. The product is: [CH3:22][CH:23]1[CH2:27][CH2:26][CH2:25][N:24]1[C:2]1[C:3]([C:16]2[CH:21]=[CH:20][CH:19]=[CH:18][CH:17]=2)=[N:4][C:5]2[C:10]([N:11]=1)=[CH:9][C:8]([C:12]([O:14][CH3:15])=[O:13])=[CH:7][CH:6]=2. (6) Given the reactants [CH3:1][C:2]1([CH3:22])[C:10]2=[CH:11][C:12]3[NH:13][C:14]4[C:19]([C:20]=3[CH:21]=[C:9]2[C:8]2[C:3]1=[CH:4][CH:5]=[CH:6][CH:7]=2)=[CH:18][CH:17]=[CH:16][CH:15]=4.[H-].[Na+].Cl[C:26]1[N:31]=[C:30]([C:32]2[CH:37]=[CH:36][CH:35]=[CH:34][CH:33]=2)[N:29]=[C:28]([N:38]2[C:50]3[CH:49]=[CH:48][C:47]([C:51]4[CH:56]=[CH:55][CH:54]=[CH:53][CH:52]=4)=[CH:46][C:45]=3[C:44]3[C:39]2=[CH:40][CH:41]=[C:42]([C:57]2[CH:62]=[CH:61][CH:60]=[CH:59][CH:58]=2)[CH:43]=3)[N:27]=1, predict the reaction product. The product is: [C:57]1([C:42]2[CH:41]=[CH:40][C:39]3[N:38]([C:28]4[N:29]=[C:30]([C:32]5[CH:33]=[CH:34][CH:35]=[CH:36][CH:37]=5)[N:31]=[C:26]([N:13]5[C:12]6[CH:11]=[C:10]7[C:2]([CH3:22])([CH3:1])[C:3]8[C:8]([C:9]7=[CH:21][C:20]=6[C:19]6[C:14]5=[CH:15][CH:16]=[CH:17][CH:18]=6)=[CH:7][CH:6]=[CH:5][CH:4]=8)[N:27]=4)[C:50]4[C:45]([C:44]=3[CH:43]=2)=[CH:46][C:47]([C:51]2[CH:56]=[CH:55][CH:54]=[CH:53][CH:52]=2)=[CH:48][CH:49]=4)[CH:58]=[CH:59][CH:60]=[CH:61][CH:62]=1.